This data is from Forward reaction prediction with 1.9M reactions from USPTO patents (1976-2016). The task is: Predict the product of the given reaction. (1) Given the reactants C1C[O:4][CH2:3]C1.[Li]C(CC)C.[F:11][C:12]1[CH:17]=[CH:16][C:15]([C:18]([F:21])([F:20])[F:19])=[C:14]([CH3:22])[CH:13]=1.Cl, predict the reaction product. The product is: [F:11][C:12]1[CH:13]=[C:14]([CH3:22])[C:15]([C:18]([F:19])([F:20])[F:21])=[CH:16][C:17]=1[CH:3]=[O:4]. (2) The product is: [Br:23][C:13]1[S:12][C:11]([CH2:10][N:2]([CH3:1])[C:3](=[O:9])[O:4][C:5]([CH3:8])([CH3:6])[CH3:7])=[CH:15][C:14]=1[S:16][C:17]1[CH:18]=[N:19][CH:20]=[CH:21][CH:22]=1. Given the reactants [CH3:1][N:2]([CH2:10][C:11]1[S:12][CH:13]=[C:14]([S:16][C:17]2[CH:18]=[N:19][CH:20]=[CH:21][CH:22]=2)[CH:15]=1)[C:3](=[O:9])[O:4][C:5]([CH3:8])([CH3:7])[CH3:6].[Br:23]N1C(=O)CCC1=O.C(=O)([O-])O.[Na+], predict the reaction product. (3) Given the reactants [C:1]1([CH3:11])[CH:6]=[CH:5][CH:4]=[C:3]([S:7](Cl)(=[O:9])=[O:8])[CH:2]=1.N1C=CC=CC=1.[O-:18][C:19]#[N:20].[Na+].Cl.[NH2:23][C:24]1[S:25][C:26]([CH3:30])=[C:27]([CH3:29])[N:28]=1, predict the reaction product. The product is: [CH3:29][C:27]1[N:28]=[C:24]([NH:23][C:19]([NH:20][S:7]([C:3]2[CH:4]=[CH:5][CH:6]=[C:1]([CH3:11])[CH:2]=2)(=[O:9])=[O:8])=[O:18])[S:25][C:26]=1[CH3:30]. (4) Given the reactants I.I[C:3]1[N:8]=[CH:7][N:6]=[C:5]([NH:9][C:10]2[CH:15]=[CH:14][C:13]([O:16][C:17]3[CH:18]=[N:19][C:20]([CH3:23])=[CH:21][CH:22]=3)=[C:12]([CH3:24])[CH:11]=2)[C:4]=1[NH2:25].[CH2:26]([NH:29][C:30](=[O:36])[O:31][C:32]([CH3:35])([CH3:34])[CH3:33])[C:27]#[CH:28], predict the reaction product. The product is: [NH2:25][C:4]1[C:3]([C:28]#[C:27][CH2:26][NH:29][C:30](=[O:36])[O:31][C:32]([CH3:34])([CH3:33])[CH3:35])=[N:8][CH:7]=[N:6][C:5]=1[NH:9][C:10]1[CH:15]=[CH:14][C:13]([O:16][C:17]2[CH:18]=[N:19][C:20]([CH3:23])=[CH:21][CH:22]=2)=[C:12]([CH3:24])[CH:11]=1. (5) Given the reactants P(Cl)(Cl)(Cl)=O.[CH3:6][N:7]([CH3:10])C=O.[Cl:11][C:12]1[CH:20]=[C:19]2[C:15]([CH2:16][C:17](=[O:21])N2)=C[CH:13]=1.C(Cl)(=O)C([Cl:25])=O, predict the reaction product. The product is: [Cl:25][C:10]1[NH:7][C:6]2[C:15]([C:16]=1[CH:17]=[O:21])=[CH:19][CH:20]=[C:12]([Cl:11])[CH:13]=2. (6) Given the reactants [Cl:1][C:2]1[CH:3]=[C:4]([S:9]([N:12]([CH3:14])[CH3:13])(=[O:11])=[O:10])[CH:5]=[CH:6][C:7]=1I.B([C:18]1[CH:29]=[C:28]([C:30]([F:33])([F:32])[F:31])[CH:27]=[CH:26][C:19]=1[O:20][C@@H:21]([CH3:25])[C:22]([OH:24])=[O:23])(O)O, predict the reaction product. The product is: [Cl:1][C:2]1[CH:3]=[C:4]([S:9]([N:12]([CH3:14])[CH3:13])(=[O:11])=[O:10])[CH:5]=[CH:6][C:7]=1[C:26]1[CH:27]=[C:28]([C:30]([F:33])([F:32])[F:31])[CH:29]=[CH:18][C:19]=1[O:20][C@@H:21]([CH3:25])[C:22]([OH:24])=[O:23]. (7) Given the reactants C(O[C:5](=[O:7])[CH3:6])(=O)C.[NH2:8][N:9]1[C:17]2[C:12](=[CH:13][CH:14]=[C:15]([N+:18]([O-:20])=[O:19])[CH:16]=2)[C:11]([C:21]2[CH:28]=[CH:27][C:24]([C:25]#[N:26])=[CH:23][CH:22]=2)=[CH:10]1.C(N(C(C)C)CC)(C)C, predict the reaction product. The product is: [C:25]([C:24]1[CH:23]=[CH:22][C:21]([C:11]2[C:12]3[C:17](=[CH:16][C:15]([N+:18]([O-:20])=[O:19])=[CH:14][CH:13]=3)[N:9]([NH:8][C:5](=[O:7])[CH3:6])[CH:10]=2)=[CH:28][CH:27]=1)#[N:26].